From a dataset of Forward reaction prediction with 1.9M reactions from USPTO patents (1976-2016). Predict the product of the given reaction. (1) The product is: [C:21]([O:24][C:25]([N:14]1[CH2:1][CH:8]([NH2:58])[CH2:13]1)=[O:27])([CH3:23])([CH3:22])[CH3:20]. Given the reactants [CH:1]([NH2:14])([C:8]1[CH:13]=CC=CC=1)C1C=CC=CC=1.C([Mg]Br)C=C.[CH3:20][C:21]([O:24][C:25]([O:27]C(OC(C)(C)C)=O)=O)([CH3:23])[CH3:22].C([O-])(O)=O.[Na+].C([O-])([O-])=O.[K+].[K+].CC1C=CC(S(O)(=O)=O)=CC=1.C[N:58](C=O)C, predict the reaction product. (2) Given the reactants [CH2:1]1[CH2:6][CH2:5][CH:4]([C@H:7]([NH2:11])[C:8]([OH:10])=[O:9])[CH2:3][CH2:2]1.[OH-].[Na+].[CH3:14][C:15]1[O:16][C:17](=[O:29])[C:18](=[CH:20][C:21]2[CH:28]=[CH:27][C:24]([C:25]#[N:26])=[CH:23][CH:22]=2)[N:19]=1, predict the reaction product. The product is: [C:15]([NH:19][C:18](=[CH:20][C:21]1[CH:22]=[CH:23][C:24]([C:25]#[N:26])=[CH:27][CH:28]=1)[C:17]([NH:11][C@@H:7]([CH:4]1[CH2:3][CH2:2][CH2:1][CH2:6][CH2:5]1)[C:8]([OH:10])=[O:9])=[O:29])(=[O:16])[CH3:14]. (3) Given the reactants [CH:1]([C:3]1[C:11]2[O:10][CH2:9][CH:8]([C:12]3[CH:17]=[CH:16][C:15]([CH:18]([CH3:20])[CH3:19])=[CH:14][CH:13]=3)[C:7]=2[C:6]([CH3:21])=[C:5]([NH:22][C:23](=[O:29])[CH2:24][C:25]([CH3:28])([CH3:27])[CH3:26])[C:4]=1[CH3:30])=O.[CH3:31][NH:32][CH3:33], predict the reaction product. The product is: [CH3:31][N:32]([CH2:1][C:3]1[C:11]2[O:10][CH2:9][CH:8]([C:12]3[CH:17]=[CH:16][C:15]([CH:18]([CH3:19])[CH3:20])=[CH:14][CH:13]=3)[C:7]=2[C:6]([CH3:21])=[C:5]([NH:22][C:23](=[O:29])[CH2:24][C:25]([CH3:28])([CH3:26])[CH3:27])[C:4]=1[CH3:30])[CH3:33]. (4) Given the reactants CO[C:3](=[O:15])[CH2:4][CH2:5][C:6]1[CH:7]=[C:8]2[CH:14]=[CH:13][NH:12][C:9]2=[N:10][CH:11]=1.[OH-].[Li+].Cl, predict the reaction product. The product is: [CH2:9]([N:10]([CH2:11][CH3:6])[C:3](=[O:15])[CH2:4][CH2:5][C:6]1[CH:7]=[C:8]2[CH:14]=[CH:13][NH:12][C:9]2=[N:10][CH:11]=1)[CH3:8]. (5) Given the reactants C1(P(C2C=CC=CC=2)C2C=CC=CC=2)C=CC=CC=1.[Br:20]Br.[Cl:22][C:23]1[CH:28]=[CH:27][C:26]([CH2:29][CH:30]([O:33][CH2:34][CH:35]([CH3:37])[CH3:36])[CH2:31]O)=[CH:25][CH:24]=1, predict the reaction product. The product is: [Br:20][CH2:31][CH:30]([O:33][CH2:34][CH:35]([CH3:37])[CH3:36])[CH2:29][C:26]1[CH:27]=[CH:28][C:23]([Cl:22])=[CH:24][CH:25]=1. (6) The product is: [C:21]([O:20][C:11]1[CH:12]=[C:13]([C:14]([O:16][CH2:17][CH3:18])=[O:15])[CH:9]=[C:5]2[C:6]=1[CH:7]=[CH:8][N:4]2[CH:1]1[CH2:2][CH2:3]1)(=[O:26])[CH3:22]. Given the reactants [CH:1]1([N:4]2[CH:8]=[CH:7][CH:6]=[C:5]2[CH:9]=O)[CH2:3][CH2:2]1.[C:11]([O:20][CH2:21][CH3:22])(=O)[CH2:12][CH2:13][C:14]([O:16][CH2:17][CH3:18])=[O:15].Cl.CC([O-])=[O:26].[K+], predict the reaction product. (7) Given the reactants [C:1]([O:4][C@H:5]1[C@@H:9]([O:10][C:11](=[O:13])[CH3:12])[C@H:8]([N:14]2[CH:22]=[N:21][C:20]3[C:15]2=[N:16][C:17]([Cl:24])=[N:18][C:19]=3Cl)[O:7][C@@H:6]1[CH2:25][S:26][CH2:27][CH2:28][CH:29]([NH:34][C:35]([O:37][CH2:38][CH:39]1[C:51]2[CH:50]=[CH:49][CH:48]=[CH:47][C:46]=2[C:45]2[C:40]1=[CH:41][CH:42]=[CH:43][CH:44]=2)=[O:36])[C:30]([O:32][CH3:33])=[O:31])(=[O:3])[CH3:2].[C:52]([NH:59][CH2:60][CH2:61][NH2:62])([O:54][C:55]([CH3:58])([CH3:57])[CH3:56])=[O:53].C(N(CC)CC)C, predict the reaction product. The product is: [C:1]([O:4][C@H:5]1[C@@H:9]([O:10][C:11](=[O:13])[CH3:12])[C@H:8]([N:14]2[CH:22]=[N:21][C:20]3[C:15]2=[N:16][C:17]([Cl:24])=[N:18][C:19]=3[NH:62][CH2:61][CH2:60][NH:59][C:52]([O:54][C:55]([CH3:58])([CH3:57])[CH3:56])=[O:53])[O:7][C@@H:6]1[CH2:25][S:26][CH2:27][CH2:28][CH:29]([NH:34][C:35]([O:37][CH2:38][CH:39]1[C:51]2[CH:50]=[CH:49][CH:48]=[CH:47][C:46]=2[C:45]2[C:40]1=[CH:41][CH:42]=[CH:43][CH:44]=2)=[O:36])[C:30]([O:32][CH3:33])=[O:31])(=[O:3])[CH3:2]. (8) The product is: [C:1]([N:4]1[C:13]2[C:8](=[CH:9][C:10]([C:32]3[CH:31]=[CH:30][C:29]([C:27]([O:26][CH3:25])=[O:28])=[N:34][CH:33]=3)=[CH:11][CH:12]=2)[C@H:7]([NH:15][C:16]2[CH:23]=[CH:22][C:19]([C:20]#[N:21])=[CH:18][N:17]=2)[CH2:6][C@@H:5]1[CH3:24])(=[O:3])[CH3:2]. Given the reactants [C:1]([N:4]1[C:13]2[C:8](=[CH:9][C:10](Br)=[CH:11][CH:12]=2)[C@H:7]([NH:15][C:16]2[CH:23]=[CH:22][C:19]([C:20]#[N:21])=[CH:18][N:17]=2)[CH2:6][C@@H:5]1[CH3:24])(=[O:3])[CH3:2].[CH3:25][O:26][C:27]([C:29]1[N:34]=[CH:33][C:32](B(O)O)=[CH:31][CH:30]=1)=[O:28].C(N(CC)CC)C, predict the reaction product. (9) Given the reactants [CH3:1][N:2]([CH2:13][C:14]1[N:18]([CH2:19][CH2:20][CH2:21][CH:22]2[CH2:27][CH2:26][CH2:25][CH2:24][NH:23]2)[C:17]2[CH:28]=[CH:29][CH:30]=[CH:31][C:16]=2[N:15]=1)[CH:3]1[C:12]2[N:11]=[CH:10][CH:9]=[CH:8][C:7]=2[CH2:6][CH2:5][CH2:4]1.[CH3:32]N(CC1N(CC2CCCN(C)C2)C2C=CC=CC=2N=1)C1C2N=CC=CC=2CCC1, predict the reaction product. The product is: [CH3:1][N:2]([CH2:13][C:14]1[N:18]([CH2:19][CH2:20][CH2:21][CH:22]2[CH2:27][CH2:26][CH2:25][CH2:24][N:23]2[CH3:32])[C:17]2[CH:28]=[CH:29][CH:30]=[CH:31][C:16]=2[N:15]=1)[CH:3]1[C:12]2[N:11]=[CH:10][CH:9]=[CH:8][C:7]=2[CH2:6][CH2:5][CH2:4]1. (10) Given the reactants Br[CH:2]([CH2:6][CH2:7][CH2:8][CH3:9])[C:3]([OH:5])=[O:4].[CH3:10][S:11]([C:14]1[CH:19]=[CH:18][C:17]([OH:20])=[CH:16][CH:15]=1)(=[O:13])=[O:12].[NH2:21][C:22]1[S:23][CH:24]=[CH:25][N:26]=1, predict the reaction product. The product is: [CH3:10][S:11]([C:14]1[CH:19]=[CH:18][C:17]([O:20][CH:2]([CH2:6][CH2:7][CH2:8][CH3:9])[C:3]([OH:5])=[O:4])=[CH:16][CH:15]=1)(=[O:12])=[O:13].[CH3:10][S:11]([C:14]1[CH:19]=[CH:18][C:17]([O:20][CH:2]([CH2:6][CH2:7][CH2:8][CH3:9])[C:3]([NH:21][C:22]2[S:23][CH:24]=[CH:25][N:26]=2)=[O:4])=[CH:16][CH:15]=1)(=[O:12])=[O:13].